From a dataset of Full USPTO retrosynthesis dataset with 1.9M reactions from patents (1976-2016). Predict the reactants needed to synthesize the given product. Given the product [CH3:1][C:2]1[C:7]([NH:8][C@@H:9]2[CH2:13][CH2:12][O:11][CH2:10]2)=[N:6][C:5]([C:14]2[CH:19]=[CH:18][CH:17]=[C:16]([O:20][CH2:28][CH:29]3[CH2:31][O:30]3)[CH:15]=2)=[N:4][C:3]=1[N:21]1[CH2:22][CH2:23][O:24][CH2:25][CH2:26]1, predict the reactants needed to synthesize it. The reactants are: [CH3:1][C:2]1[C:3]([N:21]2[CH2:26][CH2:25][O:24][CH2:23][CH2:22]2)=[N:4][C:5]([C:14]2[CH:15]=[C:16]([OH:20])[CH:17]=[CH:18][CH:19]=2)=[N:6][C:7]=1[NH:8][C@@H:9]1[CH2:13][CH2:12][O:11][CH2:10]1.Cl[CH2:28][CH:29]1[CH2:31][O:30]1.C([O-])([O-])=O.[K+].[K+].